Predict the product of the given reaction. From a dataset of Forward reaction prediction with 1.9M reactions from USPTO patents (1976-2016). (1) Given the reactants [Cl:1][C:2]1[CH:7]=[C:6]([O:8][C:9]2[C:18]3[C:13](=[CH:14][C:15]([OH:21])=[C:16]([O:19][CH3:20])[CH:17]=3)[N:12]=[CH:11][N:10]=2)[CH:5]=[CH:4][C:3]=1[NH:22][C:23](=[O:27])[N:24]([CH3:26])[CH3:25].C(=O)([O-])[O-].[K+].[K+].[C:34]([O:37][CH2:38]CBr)(=[O:36])[CH3:35].O, predict the reaction product. The product is: [Cl:1][C:2]1[CH:7]=[C:6]([CH:5]=[CH:4][C:3]=1[NH:22][C:23]([N:24]([CH3:26])[CH3:25])=[O:27])[O:8][C:9]1[C:18]2[C:13](=[CH:14][C:15]([O:21][CH2:35][C:34]([O:37][CH3:38])=[O:36])=[C:16]([O:19][CH3:20])[CH:17]=2)[N:12]=[CH:11][N:10]=1. (2) Given the reactants [CH:1]1([C:7]([N:9]2[CH2:18][CH2:17][C:16]3[C:11](=[CH:12][CH:13]=[C:14]([C:19]([N:21]4[CH2:28][CH:27]5[CH:23]([CH2:24][NH:25][CH2:26]5)[CH2:22]4)=[O:20])[CH:15]=3)[CH2:10]2)=[O:8])[CH2:6][CH2:5][CH2:4][CH2:3][CH2:2]1.C(OC(N1C[CH:63]2[CH:62](CN(C(C3C=C4C(=CC=3)CN(C([CH:58]3[CH2:63][CH2:62][CH2:61]CC3)=O)CC4)=O)[CH2:58]2)[CH2:61]1)=O)(C)(C)C.C(O)(C(F)(F)F)=O, predict the reaction product. The product is: [CH:61]1([N:25]2[CH2:24][CH:23]3[CH2:22][N:21]([C:19]([C:14]4[CH:15]=[C:16]5[C:11](=[CH:12][CH:13]=4)[CH2:10][N:9]([C:7]([CH:1]4[CH2:6][CH2:5][CH2:4][CH2:3][CH2:2]4)=[O:8])[CH2:18][CH2:17]5)=[O:20])[CH2:28][CH:27]3[CH2:26]2)[CH2:62][CH2:63][CH2:58]1. (3) Given the reactants [CH2:1]([N:8]1[C:16]2[C:15](=[O:17])[NH:14][C:13](=[O:18])[NH:12][C:11]=2[N:10]=[CH:9]1)[C:2]1[CH:7]=[CH:6][CH:5]=[CH:4][CH:3]=1.[C:19](=[O:22])([O-])[O-].[K+].[K+].[C:25]([O:31][CH2:32]Cl)(=[O:30])[C:26]([CH3:29])([CH3:28])[CH3:27].CN(C)[CH:36]=[O:37], predict the reaction product. The product is: [CH3:27][C:26]([CH3:29])([CH3:28])[C:25]([O:31][CH2:32][N:14]1[C:15](=[O:17])[C:16]2[N:8]([CH2:1][C:2]3[CH:7]=[CH:6][CH:5]=[CH:4][CH:3]=3)[CH:9]=[N:10][C:11]=2[N:12]([CH2:19][O:22][C:36](=[O:37])[C:2]([CH3:7])([CH3:3])[CH3:1])[C:13]1=[O:18])=[O:30]. (4) Given the reactants [CH3:1][O:2][C:3]1[C@H:4]([CH:11]([CH3:13])[CH3:12])[N:5]=[C:6]([O:9][CH3:10])[CH2:7][N:8]=1.[CH2:14]([O:21][P:22]([CH2:32][CH2:33][CH2:34][CH2:35][CH2:36][CH2:37][CH2:38][CH2:39]Br)(=[O:31])[O:23][CH2:24][C:25]1[CH:30]=[CH:29][CH:28]=[CH:27][CH:26]=1)[C:15]1[CH:20]=[CH:19][CH:18]=[CH:17][CH:16]=1, predict the reaction product. The product is: [CH2:14]([O:21][P:22]([CH2:32][CH2:33][CH2:34][CH2:35][CH2:36][CH2:37][CH2:38][CH2:39][C@@H:7]1[C:6]([O:9][CH3:10])=[N:5][C@@H:4]([CH:11]([CH3:13])[CH3:12])[C:3]([O:2][CH3:1])=[N:8]1)([O:23][CH2:24][C:25]1[CH:30]=[CH:29][CH:28]=[CH:27][CH:26]=1)=[O:31])[C:15]1[CH:16]=[CH:17][CH:18]=[CH:19][CH:20]=1. (5) Given the reactants Br[C:2]1[C:3]([Cl:10])=[N:4][C:5]([O:8][CH3:9])=[CH:6][CH:7]=1.[F:11][C:12]1[CH:17]=[CH:16][C:15]([O:18][CH3:19])=[CH:14][C:13]=1B(O)O.C(=O)([O-])[O-].[Na+].[Na+].O, predict the reaction product. The product is: [Cl:10][C:3]1[C:2]([C:13]2[CH:14]=[C:15]([O:18][CH3:19])[CH:16]=[CH:17][C:12]=2[F:11])=[CH:7][CH:6]=[C:5]([O:8][CH3:9])[N:4]=1. (6) Given the reactants [F:1][C:2]1([F:31])[O:6][C:5]2[CH:7]=[CH:8][C:9]([C:11]3[C:19]4[C:14](=[N:15][CH:16]=[C:17]([C:20]5[CH:21]=[N:22][N:23]([CH:25]6[CH2:30][CH2:29][NH:28][CH2:27][CH2:26]6)[CH:24]=5)[CH:18]=4)[NH:13][CH:12]=3)=[CH:10][C:4]=2[O:3]1.C(N(CC)CC)C.[CH2:39]([S:42](Cl)(=[O:44])=[O:43])[CH2:40][CH3:41], predict the reaction product. The product is: [F:31][C:2]1([F:1])[O:6][C:5]2[CH:7]=[CH:8][C:9]([C:11]3[C:19]4[C:14](=[N:15][CH:16]=[C:17]([C:20]5[CH:21]=[N:22][N:23]([CH:25]6[CH2:26][CH2:27][N:28]([S:42]([CH2:39][CH2:40][CH3:41])(=[O:44])=[O:43])[CH2:29][CH2:30]6)[CH:24]=5)[CH:18]=4)[NH:13][CH:12]=3)=[CH:10][C:4]=2[O:3]1. (7) Given the reactants Br[C:2]1[C:3]2[S:9][CH:8]=[C:7]([CH:10]([CH2:20][CH2:21][CH2:22][CH2:23][CH2:24][CH2:25][CH3:26])[CH2:11][CH2:12][CH2:13][CH2:14][CH2:15][CH2:16][CH2:17][CH2:18][CH3:19])[C:4]=2[S:5][CH:6]=1.[Li]CCCC.O, predict the reaction product. The product is: [CH2:20]([CH:10]([C:7]1[C:4]2[S:5][CH:6]=[CH:2][C:3]=2[S:9][CH:8]=1)[CH2:11][CH2:12][CH2:13][CH2:14][CH2:15][CH2:16][CH2:17][CH2:18][CH3:19])[CH2:21][CH2:22][CH2:23][CH2:24][CH2:25][CH3:26].